From a dataset of Catalyst prediction with 721,799 reactions and 888 catalyst types from USPTO. Predict which catalyst facilitates the given reaction. (1) Reactant: [Cl:1][C:2]1[CH:3]=[C:4]2[C:9](=[CH:10][CH:11]=1)[C:8](=[O:12])[N:7]([C:13]1[CH:14]=[N:15][CH:16]=[C:17]([O:19]C)[CH:18]=1)[CH2:6][CH2:5]2. Product: [Cl:1][C:2]1[CH:3]=[C:4]2[C:9](=[CH:10][CH:11]=1)[C:8](=[O:12])[N:7]([C:13]1[CH:14]=[N:15][CH:16]=[C:17]([OH:19])[CH:18]=1)[CH2:6][CH2:5]2. The catalyst class is: 201. (2) Reactant: [CH2:1]([C:3]1[C:11]2[C:6](=[C:7]([N:17]3[CH2:21][CH2:20][CH2:19][C:18]3=[O:22])[CH:8]=[C:9]([C:12]([O:14][CH2:15][CH3:16])=[O:13])[CH:10]=2)[NH:5][CH:4]=1)[CH3:2].[H-].[Na+].[CH2:25](I)C. Product: [CH2:1]([C:3]1[C:11]2[C:6](=[C:7]([N:17]3[CH2:21][CH2:20][CH2:19][C:18]3=[O:22])[CH:8]=[C:9]([C:12]([O:14][CH2:15][CH3:16])=[O:13])[CH:10]=2)[N:5]([CH3:25])[CH:4]=1)[CH3:2]. The catalyst class is: 3. (3) Reactant: [Br:1]Br.[CH3:3][O:4][CH2:5][CH:6]([NH:8][C:9]([C:11]1[CH:12]=[C:13]([C:20]2[CH:25]=[CH:24][C:23]([CH3:26])=[CH:22][CH:21]=2)[CH:14]=[C:15]([C:17](=[O:19])[CH3:18])[CH:16]=1)=[O:10])[CH3:7]. Product: [CH3:3][O:4][CH2:5][CH:6]([NH:8][C:9]([C:11]1[CH:12]=[C:13]([C:20]2[CH:25]=[CH:24][C:23]([CH3:26])=[CH:22][CH:21]=2)[CH:14]=[C:15]([C:17](=[O:19])[CH2:18][Br:1])[CH:16]=1)=[O:10])[CH3:7]. The catalyst class is: 53. (4) Reactant: [N:1]1[C:8]([Cl:9])=[N:7][C:5]([Cl:6])=[N:4][C:2]=1Cl.CCN(C(C)C)C(C)C.[CH:19]1([NH2:24])[CH2:23][CH2:22][CH2:21][CH2:20]1. Product: [CH:19]1([NH:24][C:2]2[N:1]=[C:8]([Cl:9])[N:7]=[C:5]([Cl:6])[N:4]=2)[CH2:23][CH2:22][CH2:21][CH2:20]1. The catalyst class is: 20. (5) Reactant: F[C:2]1[C:7]([C:8]([O:10][CH2:11][CH3:12])=[O:9])=[C:6]([C:13]2[CH:18]=[CH:17][C:16]([CH3:19])=[CH:15][CH:14]=2)[C:5]([C:20]([O:22][CH3:23])=[O:21])=[C:4]([CH3:24])[N:3]=1.[CH3:25][O:26][CH2:27][CH2:28][NH2:29].CCN(C(C)C)C(C)C.ClCCCl. Product: [CH3:25][O:26][CH2:27][CH2:28][NH:29][C:2]1[C:7]([C:8]([O:10][CH2:11][CH3:12])=[O:9])=[C:6]([C:13]2[CH:18]=[CH:17][C:16]([CH3:19])=[CH:15][CH:14]=2)[C:5]([C:20]([O:22][CH3:23])=[O:21])=[C:4]([CH3:24])[N:3]=1. The catalyst class is: 389. (6) Reactant: [H-].[Na+].[S:3](Cl)([C:6]1[CH:12]=[CH:11][C:9]([CH3:10])=[CH:8][CH:7]=1)(=[O:5])=[O:4].[F:14][C:15]([F:26])([F:25])[C:16]1[CH:17]=[C:18]2[CH:24]=[CH:23][NH:22][C:19]2=[N:20][CH:21]=1. Product: [F:26][C:15]([F:14])([F:25])[C:16]1[CH:17]=[C:18]2[CH:24]=[CH:23][N:22]([S:3]([C:6]3[CH:12]=[CH:11][C:9]([CH3:10])=[CH:8][CH:7]=3)(=[O:5])=[O:4])[C:19]2=[N:20][CH:21]=1. The catalyst class is: 1.